From a dataset of Reaction yield outcomes from USPTO patents with 853,638 reactions. Predict the reaction yield, written as a fraction of the theoretical maximum amount of product (1.0 means a 100% yield; for example, 0.34 means a 34% yield). (1) The reactants are [NH2:1][C:2]1[CH:9]=[CH:8][C:5]([C:6]#[N:7])=[C:4]([C:10]([F:13])([F:12])[F:11])[CH:3]=1.[CH3:14][CH:15]1[CH2:20][C:19](=[O:21])[O:18][C:17](=[O:22])[CH2:16]1. The catalyst is C1COCC1. The product is [C:6]([C:5]1[CH:8]=[CH:9][C:2]([NH:1][C:19](=[O:21])[CH2:20][CH:15]([CH3:14])[CH2:16][C:17]([OH:22])=[O:18])=[CH:3][C:4]=1[C:10]([F:11])([F:12])[F:13])#[N:7]. The yield is 1.14. (2) The reactants are CN(C(ON1N=NC2C=CC=NC1=2)=[N+](C)C)C.F[P-](F)(F)(F)(F)F.[NH2:25][C:26]1[CH:34]=[CH:33][CH:32]=[C:31]([O:35][CH2:36][CH2:37][NH:38][CH3:39])[C:27]=1[C:28](O)=[O:29].CCN(C(C)C)C(C)C. The catalyst is CN(C=O)C. The product is [NH2:25][C:26]1[C:27]2[C:28](=[O:29])[N:38]([CH3:39])[CH2:37][CH2:36][O:35][C:31]=2[CH:32]=[CH:33][CH:34]=1. The yield is 0.100. (3) The reactants are Br[C:2]1[CH:7]=[CH:6][C:5]([S:8]([N:11]([CH2:14][CH3:15])[CH2:12][CH3:13])(=[O:10])=[O:9])=[C:4]([F:16])[CH:3]=1.[C:17]([C:19]1[N:23]([CH3:24])[C:22](B(O)O)=[CH:21][CH:20]=1)#[N:18].[F-].[K+].C(P(C(C)(C)C)C(C)(C)C)(C)(C)C. The catalyst is C1C=CC(/C=C/C(/C=C/C2C=CC=CC=2)=O)=CC=1.C1C=CC(/C=C/C(/C=C/C2C=CC=CC=2)=O)=CC=1.C1C=CC(/C=C/C(/C=C/C2C=CC=CC=2)=O)=CC=1.[Pd].[Pd]. The product is [C:17]([C:19]1[N:23]([CH3:24])[C:22]([C:2]2[CH:7]=[CH:6][C:5]([S:8]([N:11]([CH2:14][CH3:15])[CH2:12][CH3:13])(=[O:10])=[O:9])=[C:4]([F:16])[CH:3]=2)=[CH:21][CH:20]=1)#[N:18]. The yield is 0.320. (4) The reactants are [NH:1]1[C:9]2[C:4](=[CH:5][CH:6]=[C:7]([C:10]([OH:12])=[O:11])[CH:8]=2)[CH:3]=[CH:2]1.[N:13]([O-])=O.[Na+].[OH2:17]. No catalyst specified. The product is [CH:2]([C:3]1[C:4]2[C:9](=[CH:8][C:7]([C:10]([OH:12])=[O:11])=[CH:6][CH:5]=2)[NH:1][N:13]=1)=[O:17]. The yield is 1.00. (5) The catalyst is C(OCC)(=O)C. The reactants are [CH:1]1([C:4]2[N:31]=[C:7]3[NH:8][C:9](=[O:30])[C:10]([CH2:15][C:16]4[CH:21]=[CH:20][C:19]([C:22]5[C:23]([C:28]#[N:29])=[CH:24][CH:25]=[CH:26][CH:27]=5)=[CH:18][CH:17]=4)=[C:11]([CH2:12][CH2:13][CH3:14])[N:6]3[N:5]=2)[CH2:3][CH2:2]1.Br[CH2:33][C:34]1[CH:39]=[CH:38][C:37]([F:40])=[CH:36][CH:35]=1.C(=O)([O-])[O-].[K+].[K+].CN(C)C=O. The product is [CH:1]1([C:4]2[N:31]=[C:7]3[N:8]([CH2:33][C:34]4[CH:39]=[CH:38][C:37]([F:40])=[CH:36][CH:35]=4)[C:9](=[O:30])[C:10]([CH2:15][C:16]4[CH:21]=[CH:20][C:19]([C:22]5[C:23]([C:28]#[N:29])=[CH:24][CH:25]=[CH:26][CH:27]=5)=[CH:18][CH:17]=4)=[C:11]([CH2:12][CH2:13][CH3:14])[N:6]3[N:5]=2)[CH2:2][CH2:3]1. The yield is 0.700.